Dataset: NCI-60 drug combinations with 297,098 pairs across 59 cell lines. Task: Regression. Given two drug SMILES strings and cell line genomic features, predict the synergy score measuring deviation from expected non-interaction effect. (1) Drug 1: C1=CC(=CC=C1CC(C(=O)O)N)N(CCCl)CCCl.Cl. Drug 2: CN1C(=O)N2C=NC(=C2N=N1)C(=O)N. Cell line: U251. Synergy scores: CSS=28.0, Synergy_ZIP=-5.08, Synergy_Bliss=0.0286, Synergy_Loewe=-5.53, Synergy_HSA=0.408. (2) Drug 1: CC1C(C(CC(O1)OC2CC(CC3=C2C(=C4C(=C3O)C(=O)C5=C(C4=O)C(=CC=C5)OC)O)(C(=O)C)O)N)O.Cl. Drug 2: CCCCC(=O)OCC(=O)C1(CC(C2=C(C1)C(=C3C(=C2O)C(=O)C4=C(C3=O)C=CC=C4OC)O)OC5CC(C(C(O5)C)O)NC(=O)C(F)(F)F)O. Cell line: UACC-257. Synergy scores: CSS=5.64, Synergy_ZIP=-0.223, Synergy_Bliss=1.26, Synergy_Loewe=-3.14, Synergy_HSA=-1.25. (3) Drug 1: CCCCCOC(=O)NC1=NC(=O)N(C=C1F)C2C(C(C(O2)C)O)O. Drug 2: C1CCC(C(C1)N)N.C(=O)(C(=O)[O-])[O-].[Pt+4]. Cell line: CAKI-1. Synergy scores: CSS=8.65, Synergy_ZIP=4.64, Synergy_Bliss=1.85, Synergy_Loewe=-22.4, Synergy_HSA=-6.09. (4) Drug 1: CC1C(C(CC(O1)OC2CC(OC(C2O)C)OC3=CC4=CC5=C(C(=O)C(C(C5)C(C(=O)C(C(C)O)O)OC)OC6CC(C(C(O6)C)O)OC7CC(C(C(O7)C)O)OC8CC(C(C(O8)C)O)(C)O)C(=C4C(=C3C)O)O)O)O. Drug 2: C1=NC2=C(N1)C(=S)N=CN2. Cell line: OVCAR-4. Synergy scores: CSS=70.6, Synergy_ZIP=-0.802, Synergy_Bliss=-0.0670, Synergy_Loewe=-1.29, Synergy_HSA=1.36. (5) Drug 1: C1CN1C2=NC(=NC(=N2)N3CC3)N4CC4. Drug 2: C1CCC(CC1)NC(=O)N(CCCl)N=O. Cell line: OVCAR-8. Synergy scores: CSS=31.6, Synergy_ZIP=-9.99, Synergy_Bliss=-4.11, Synergy_Loewe=-5.81, Synergy_HSA=-1.63.